Dataset: Full USPTO retrosynthesis dataset with 1.9M reactions from patents (1976-2016). Task: Predict the reactants needed to synthesize the given product. (1) Given the product [CH3:15][N:16]([CH3:21])[CH2:17][CH:18]([N:20]=[C:1]([CH3:2])[CH2:4][C:5](=[O:7])[CH3:6])[CH3:19], predict the reactants needed to synthesize it. The reactants are: [C:1]([CH2:4][C:5](=[O:7])[CH3:6])(=O)[CH3:2].[O-]S([O-])(=O)=O.[Na+].[Na+].[CH3:15][N:16]([CH3:21])[CH2:17][CH:18]([NH2:20])[CH3:19]. (2) The reactants are: [F:1][C:2]([F:32])([F:31])[O:3][C:4]1[CH:9]=[CH:8][C:7]([C:10]2([N:13]3[CH2:18][CH2:17][CH:16]([O:19][N:20]4C(=O)C5C(=CC=CC=5)C4=O)[CH2:15][CH2:14]3)[CH2:12][CH2:11]2)=[CH:6][CH:5]=1.O.NN. Given the product [F:32][C:2]([F:1])([F:31])[O:3][C:4]1[CH:9]=[CH:8][C:7]([C:10]2([N:13]3[CH2:14][CH2:15][CH:16]([O:19][NH2:20])[CH2:17][CH2:18]3)[CH2:11][CH2:12]2)=[CH:6][CH:5]=1, predict the reactants needed to synthesize it. (3) Given the product [CH3:19][C:8]1[N:7]2[C:2]([NH2:1])=[C:3]([Cl:16])[CH:4]=[C:5]([C:12]([OH:14])=[O:13])[C:6]2=[N:10][C:9]=1[CH3:11], predict the reactants needed to synthesize it. The reactants are: [NH2:1][C:2]1[N:7]2[CH:8]=[C:9]([CH3:11])[N:10]=[C:6]2[C:5]([C:12]([O:14]C)=[O:13])=[CH:4][C:3]=1[Cl:16].[OH-].[Li+].[CH3:19]O.